Dataset: Forward reaction prediction with 1.9M reactions from USPTO patents (1976-2016). Task: Predict the product of the given reaction. (1) Given the reactants [CH2:1]([O:8][C:9]1[CH:10]=[CH:11][C:12]([C@@H:20]([O:44][Si](C(C)(C)C)(C)C)[CH2:21][NH:22][CH2:23][CH2:24][C:25]2[CH:26]=[C:27]([NH:31][C:32]([NH:34][CH2:35][CH2:36][CH2:37][C:38]3[CH:43]=[CH:42][CH:41]=[CH:40][CH:39]=3)=[O:33])[CH:28]=[CH:29][CH:30]=2)=[C:13]2[C:18]=1[NH:17][C:16](=[O:19])[CH:15]=[CH:14]2)[C:2]1[CH:7]=[CH:6][CH:5]=[CH:4][CH:3]=1.O.O.O.[F-].C([N+](CCCC)(CCCC)CCCC)CCC, predict the reaction product. The product is: [CH2:1]([O:8][C:9]1[CH:10]=[CH:11][C:12]([C@@H:20]([OH:44])[CH2:21][NH:22][CH2:23][CH2:24][C:25]2[CH:26]=[C:27]([NH:31][C:32]([NH:34][CH2:35][CH2:36][CH2:37][C:38]3[CH:43]=[CH:42][CH:41]=[CH:40][CH:39]=3)=[O:33])[CH:28]=[CH:29][CH:30]=2)=[C:13]2[C:18]=1[NH:17][C:16](=[O:19])[CH:15]=[CH:14]2)[C:2]1[CH:3]=[CH:4][CH:5]=[CH:6][CH:7]=1. (2) The product is: [C:17]([NH:25][C:26]1[CH:38]=[C:37]([C:5]2[CH:6]=[CH:7][C:2]([OH:1])=[CH:3][CH:4]=2)[CH:36]=[CH:35][C:27]=1[C:28]([O:30][C:31]([CH3:33])([CH3:34])[CH3:32])=[O:29])(=[O:24])[C:18]1[CH:19]=[CH:20][CH:21]=[CH:22][CH:23]=1. Given the reactants [OH:1][C:2]1[CH:7]=[CH:6][C:5](B(O)O)=[CH:4][CH:3]=1.C(=O)([O-])[O-].[Na+].[Na+].[C:17]([NH:25][C:26]1[CH:38]=[C:37](Br)[CH:36]=[CH:35][C:27]=1[C:28]([O:30][C:31]([CH3:34])([CH3:33])[CH3:32])=[O:29])(=[O:24])[C:18]1[CH:23]=[CH:22][CH:21]=[CH:20][CH:19]=1, predict the reaction product. (3) Given the reactants Br[C:2]1[CH:10]=[CH:9][CH:8]=[C:7]([Cl:11])[C:3]=1[C:4]([OH:6])=[O:5].[CH3:12][O:13][C:14](=[O:19])[CH2:15][C:16]([CH3:18])=[O:17].[H-].[Na+], predict the reaction product. The product is: [Cl:11][C:7]1[CH:8]=[CH:9][CH:10]=[C:2]([CH:15]([C:14]([O:13][CH3:12])=[O:19])[C:16](=[O:17])[CH3:18])[C:3]=1[C:4]([OH:6])=[O:5].